This data is from Full USPTO retrosynthesis dataset with 1.9M reactions from patents (1976-2016). The task is: Predict the reactants needed to synthesize the given product. (1) Given the product [NH2:1][C:2]1[N:7]=[C:6]([C:8]2[CH:13]=[CH:12][C:11]([Br:26])=[C:10]([F:18])[C:9]=2[F:19])[N:5]=[C:4]([C:20]([O:22][CH3:23])=[O:21])[C:3]=1[O:24][CH3:25], predict the reactants needed to synthesize it. The reactants are: [NH2:1][C:2]1[N:7]=[C:6]([C:8]2[CH:13]=[CH:12][C:11]([Si](C)(C)C)=[C:10]([F:18])[C:9]=2[F:19])[N:5]=[C:4]([C:20]([O:22][CH3:23])=[O:21])[C:3]=1[O:24][CH3:25].[Br:26]Br.S(=O)(O)[O-].[Na+]. (2) Given the product [Br:32][C:29]1[CH:30]=[CH:31][C:24]([NH:23][C:18](=[O:19])[C:17]2[CH:21]=[CH:22][C:14]([S:11]([N:7]3[C:8]4[C:4](=[CH:3][C:2]([Cl:1])=[CH:10][CH:9]=4)[CH2:5][CH2:6]3)(=[O:13])=[O:12])=[CH:15][CH:16]=2)=[C:25]([C:26]#[N:27])[CH:28]=1, predict the reactants needed to synthesize it. The reactants are: [Cl:1][C:2]1[CH:3]=[C:4]2[C:8](=[CH:9][CH:10]=1)[N:7]([S:11]([C:14]1[CH:22]=[CH:21][C:17]([C:18](Cl)=[O:19])=[CH:16][CH:15]=1)(=[O:13])=[O:12])[CH2:6][CH2:5]2.[NH2:23][C:24]1[CH:31]=[CH:30][C:29]([Br:32])=[CH:28][C:25]=1[C:26]#[N:27]. (3) Given the product [C:19]([C:21]1[CH:26]=[CH:25][C:24]([C:2]2[S:6][C:5]([C:7]([N:9]([C:11]3[CH:16]=[CH:15][CH:14]=[C:13]([O:17][CH3:18])[CH:12]=3)[CH3:10])=[O:8])=[CH:4][CH:3]=2)=[CH:23][CH:22]=1)#[N:20], predict the reactants needed to synthesize it. The reactants are: Br[C:2]1[S:6][C:5]([C:7]([N:9]([C:11]2[CH:16]=[CH:15][CH:14]=[C:13]([O:17][CH3:18])[CH:12]=2)[CH3:10])=[O:8])=[CH:4][CH:3]=1.[C:19]([C:21]1[CH:26]=[CH:25][C:24](B(O)O)=[CH:23][CH:22]=1)#[N:20].